This data is from Reaction yield outcomes from USPTO patents with 853,638 reactions. The task is: Predict the reaction yield, written as a fraction of the theoretical maximum amount of product (1.0 means a 100% yield; for example, 0.34 means a 34% yield). (1) The reactants are FC(F)(F)S(O[C:7]1[CH:12]=[CH:11][C:10]([C:13]([O:22][CH2:23][O:24][CH3:25])([C:18]([F:21])([F:20])[F:19])[C:14]([F:17])([F:16])[F:15])=[CH:9][C:8]=1[CH2:26][CH2:27][CH3:28])(=O)=O.P([O-])([O-])([O-])=O.[K+].[K+].[K+].[CH:39]([C:41]1[CH:42]=[C:43](B(O)O)[CH:44]=[CH:45][CH:46]=1)=[CH2:40].Cl. The catalyst is O1CCOCC1.O. The product is [F:16][C:14]([F:17])([F:15])[C:13]([C:10]1[CH:11]=[CH:12][C:7]([C:45]2[CH:44]=[CH:43][CH:42]=[C:41]([CH:39]=[CH2:40])[CH:46]=2)=[C:8]([CH2:26][CH2:27][CH3:28])[CH:9]=1)([O:22][CH2:23][O:24][CH3:25])[C:18]([F:20])([F:19])[F:21]. The yield is 0.810. (2) The reactants are F[C:2]1[CH:14]=[CH:13][C:5]([C:6]([O:8][C:9]([CH3:12])([CH3:11])[CH3:10])=[O:7])=[CH:4][CH:3]=1.[NH:15]1[CH2:19][CH2:18][C@@H:17]([OH:20])[CH2:16]1.C(=O)([O-])[O-].[K+].[K+].O. The catalyst is CS(C)=O. The product is [OH:20][C@@H:17]1[CH2:18][CH2:19][N:15]([C:2]2[CH:14]=[CH:13][C:5]([C:6]([O:8][C:9]([CH3:12])([CH3:11])[CH3:10])=[O:7])=[CH:4][CH:3]=2)[CH2:16]1. The yield is 0.910. (3) The reactants are [ClH:1].[ClH:2].[NH:3]1[C:11]2[C:6](=[CH:7][C:8]([C:12]3[C:20]4[C:19]([NH2:21])=[N:18][CH:17]=[N:16][C:15]=4[N:14]([CH3:22])[CH:13]=3)=[CH:9][CH:10]=2)[CH2:5][CH2:4]1.N1[C:31]2[C:26](=[CH:27][C:28](C3C4C(N)=NC=NC=4N(C)C=3)=[CH:29][CH:30]=2)[CH2:25][CH2:24]1.CN(C([O:50]N1N=NC2C=CC=NC1=2)=[N+](C)C)C.F[P-](F)(F)(F)(F)F.CCN(C(C)C)C(C)C. The catalyst is O. The product is [Cl:1][C:28]1[CH:27]=[C:26]([CH2:25][C:24]([N:3]2[C:11]3[C:6](=[CH:7][C:8]([C:12]4[C:20]5[C:19]([NH2:21])=[N:18][CH:17]=[N:16][C:15]=5[N:14]([CH3:22])[CH:13]=4)=[CH:9][CH:10]=3)[CH2:5][CH2:4]2)=[O:50])[CH:31]=[C:30]([Cl:2])[CH:29]=1. The yield is 0.850. (4) The reactants are Cl[C:2]1[CH:7]=[CH:6][C:5]([S:8]([NH:11][C:12]2[CH:17]=[CH:16][CH:15]=[C:14]([Cl:18])[CH:13]=2)(=[O:10])=[O:9])=[CH:4][C:3]=1[N+:19]([O-:21])=[O:20].[CH3:22][N:23]1[CH2:28][CH2:27][NH:26][CH2:25][CH2:24]1.C([O-])([O-])=O.[K+].[K+]. The catalyst is CC#N. The product is [Cl:18][C:14]1[CH:13]=[C:12]([NH:11][S:8]([C:5]2[CH:6]=[CH:7][C:2]([N:26]3[CH2:27][CH2:28][N:23]([CH3:22])[CH2:24][CH2:25]3)=[C:3]([N+:19]([O-:21])=[O:20])[CH:4]=2)(=[O:10])=[O:9])[CH:17]=[CH:16][CH:15]=1. The yield is 0.850. (5) The reactants are CO[C:3]([C:5]1[N:6]=[CH:7][C:8]2[C:13]([C:14]=1[OH:15])=[CH:12][CH:11]=[C:10]([O:16][C:17]1[CH:22]=[CH:21][CH:20]=[CH:19][CH:18]=1)[CH:9]=2)=[O:4].[NH2:23][CH2:24][CH2:25][C:26]([OH:28])=[O:27].CO. The catalyst is C[O-].[Na+]. The product is [OH:15][C:14]1[C:13]2[C:8](=[CH:9][C:10]([O:16][C:17]3[CH:22]=[CH:21][CH:20]=[CH:19][CH:18]=3)=[CH:11][CH:12]=2)[CH:7]=[N:6][C:5]=1[C:3]([NH:23][CH2:24][CH2:25][C:26]([OH:28])=[O:27])=[O:4]. The yield is 0.890. (6) The product is [Cl:18][C:19]1[C:14]2[N:13]([CH:17]=[CH:16][CH:15]=2)[C:12]2[CH:11]=[CH:10][CH:9]=[C:3]([C:4]([O:6][CH2:7][CH3:8])=[O:5])[C:2]=2[N:1]=1. The reactants are [NH2:1][C:2]1[C:12]([N:13]2[CH:17]=[CH:16][CH:15]=[CH:14]2)=[CH:11][CH:10]=[CH:9][C:3]=1[C:4]([O:6][CH2:7][CH3:8])=[O:5].[Cl:18][C:19](Cl)(OC(=O)OC(Cl)(Cl)Cl)Cl. The catalyst is C1(C)C=CC=CC=1. The yield is 0.730.